This data is from Forward reaction prediction with 1.9M reactions from USPTO patents (1976-2016). The task is: Predict the product of the given reaction. (1) Given the reactants [F:1][C:2]1[CH:7]=[C:6](F)[C:5]([F:9])=[CH:4][C:3]=1[N+:10]([O-:12])=[O:11].[CH2:13]([OH:20])[C:14]1[CH:19]=[CH:18][CH:17]=[CH:16][CH:15]=1.C(=O)([O-])[O-].[K+].[K+].O, predict the reaction product. The product is: [CH2:13]([O:20][C:6]1[CH:7]=[C:2]([F:1])[C:3]([N+:10]([O-:12])=[O:11])=[CH:4][C:5]=1[F:9])[C:14]1[CH:19]=[CH:18][CH:17]=[CH:16][CH:15]=1. (2) Given the reactants Cl.[C:2](O)(=O)C.[CH:6]1([CH2:12][C:13]2[CH:19]=[CH:18][C:16]([OH:17])=[CH:15][C:14]=2[OH:20])[CH2:11][CH2:10][CH2:9][CH2:8]C1, predict the reaction product. The product is: [CH:12]1([C:13]2[CH:19]=[CH:18][C:16]([OH:17])=[C:15]([CH3:2])[C:14]=2[OH:20])[CH2:8][CH2:9][CH2:10][CH2:11][CH2:6]1. (3) Given the reactants [Cl:1][C:2]1[CH:7]=[CH:6][C:5]([N:8]([CH2:22][C:23]#[N:24])[S:9]([C:12]2[CH:17]=[CH:16][C:15]([O:18][CH3:19])=[C:14]([O:20][CH3:21])[CH:13]=2)(=[O:11])=[O:10])=[C:4]([C:25](=[O:33])[C:26]2[CH:31]=[CH:30][CH:29]=[CH:28][C:27]=2[Cl:32])[CH:3]=1.C([Sn](=O)CCCC)CCC.[N:44]([Si](C)(C)C)=[N+:45]=[N-:46], predict the reaction product. The product is: [Cl:1][C:2]1[CH:7]=[CH:6][C:5]([N:8]([CH2:22][C:23]2[NH:46][N:45]=[N:44][N:24]=2)[S:9]([C:12]2[CH:17]=[CH:16][C:15]([O:18][CH3:19])=[C:14]([O:20][CH3:21])[CH:13]=2)(=[O:11])=[O:10])=[C:4]([C:25](=[O:33])[C:26]2[CH:31]=[CH:30][CH:29]=[CH:28][C:27]=2[Cl:32])[CH:3]=1. (4) Given the reactants [CH2:1]([C:3]([OH:36])([CH2:34][CH3:35])/[CH:4]=[CH:5]/[C:6]1[CH:11]=[CH:10][C:9]([C:12]([CH2:31][CH3:32])([C:15]2[CH:20]=[CH:19][C:18](B3OC(C)(C)C(C)(C)O3)=[C:17]([CH3:30])[CH:16]=2)[CH2:13][CH3:14])=[CH:8][C:7]=1[CH3:33])[CH3:2].[CH2:37]([O:39][C:40](=[O:49])[CH2:41][C:42]1[CH:43]=[N:44][C:45](Br)=[N:46][CH:47]=1)[CH3:38].P([O-])([O-])([O-])=O.[K+].[K+].[K+], predict the reaction product. The product is: [CH2:37]([O:39][C:40](=[O:49])[CH2:41][C:42]1[CH:43]=[N:44][C:45]([C:18]2[CH:19]=[CH:20][C:15]([C:12]([CH2:13][CH3:14])([C:9]3[CH:10]=[CH:11][C:6](/[CH:5]=[CH:4]/[C:3]([CH2:34][CH3:35])([OH:36])[CH2:1][CH3:2])=[C:7]([CH3:33])[CH:8]=3)[CH2:31][CH3:32])=[CH:16][C:17]=2[CH3:30])=[N:46][CH:47]=1)[CH3:38]. (5) Given the reactants [C:1]([O:8]C([O-])=O)([O:3][C:4]([CH3:7])([CH3:6])[CH3:5])=O.[NH2:12][C:13]1[S:14][CH:15]=[C:16]([C:18]([O:20][CH2:21][CH3:22])=[O:19])[N:17]=1.C(N(CC)CC)C.O, predict the reaction product. The product is: [C:4]([O:3][C:1]([NH:12][C:13]1[S:14][CH:15]=[C:16]([C:18]([O:20][CH2:21][CH3:22])=[O:19])[N:17]=1)=[O:8])([CH3:5])([CH3:6])[CH3:7].